Dataset: Forward reaction prediction with 1.9M reactions from USPTO patents (1976-2016). Task: Predict the product of the given reaction. Given the reactants [Cl:1][C:2]1[CH:7]=[CH:6][CH:5]=[C:4]([F:8])[C:3]=1[C:9]1[C:13]([C:14]([O:16][CH3:17])=[O:15])=[C:12]([CH:18]=[CH:19][N:20]([CH3:22])[CH3:21])[O:11][N:10]=1.[F:23][C:24]([F:35])([F:34])[C:25](O[C:25](=[O:26])[C:24]([F:35])([F:34])[F:23])=[O:26], predict the reaction product. The product is: [Cl:1][C:2]1[CH:7]=[CH:6][CH:5]=[C:4]([F:8])[C:3]=1[C:9]1[C:13]([C:14]([O:16][CH3:17])=[O:15])=[C:12]([C:18]([C:25](=[O:26])[C:24]([F:35])([F:34])[F:23])=[CH:19][N:20]([CH3:22])[CH3:21])[O:11][N:10]=1.